Task: Predict the reactants needed to synthesize the given product.. Dataset: Full USPTO retrosynthesis dataset with 1.9M reactions from patents (1976-2016) Given the product [OH:31][C@H:30]([C:32]1[CH:37]=[CH:36][C:35]([OH:38])=[CH:34][CH:33]=1)[C@@H:29]([NH:28][CH2:6][CH2:7][O:8][C:9]1[CH:14]=[C:13]([CH3:15])[C:12]([C:16]2[CH:21]=[CH:20][C:19]([O:22][CH2:23][C:24]([O:26][CH2:41][CH3:42])=[O:25])=[CH:18][CH:17]=2)=[C:11]([CH3:27])[CH:10]=1)[CH3:39], predict the reactants needed to synthesize it. The reactants are: CS(O[CH2:6][CH2:7][O:8][C:9]1[CH:14]=[C:13]([CH3:15])[C:12]([C:16]2[CH:21]=[CH:20][C:19]([O:22][CH2:23][C:24]([O-:26])=[O:25])=[CH:18][CH:17]=2)=[C:11]([CH3:27])[CH:10]=1)(=O)=O.[NH2:28][C@@H:29]([CH3:39])[C@@H:30]([C:32]1[CH:37]=[CH:36][C:35]([OH:38])=[CH:34][CH:33]=1)[OH:31].O.[C:41](OCC)(=O)[CH3:42].